From a dataset of Peptide-MHC class I binding affinity with 185,985 pairs from IEDB/IMGT. Regression. Given a peptide amino acid sequence and an MHC pseudo amino acid sequence, predict their binding affinity value. This is MHC class I binding data. (1) The binding affinity (normalized) is 0.386. The peptide sequence is PLISILMIFI. The MHC is HLA-A02:03 with pseudo-sequence HLA-A02:03. (2) The peptide sequence is LHDAIMVEL. The MHC is HLA-A03:01 with pseudo-sequence HLA-A03:01. The binding affinity (normalized) is 0.0847. (3) The peptide sequence is PSLPSPSR. The MHC is HLA-A68:01 with pseudo-sequence HLA-A68:01. The binding affinity (normalized) is 0.281. (4) The peptide sequence is KRWIAVPTW. The MHC is Mamu-B17 with pseudo-sequence Mamu-B17. The binding affinity (normalized) is 0.512. (5) The peptide sequence is LESAQPGLL. The MHC is HLA-B18:01 with pseudo-sequence HLA-B18:01. The binding affinity (normalized) is 0.148. (6) The peptide sequence is AQRAAGPSV. The MHC is HLA-A01:01 with pseudo-sequence HLA-A01:01. The binding affinity (normalized) is 0.213. (7) The peptide sequence is YAMCTNTFV. The MHC is HLA-A02:03 with pseudo-sequence HLA-A02:03. The binding affinity (normalized) is 0.842. (8) The peptide sequence is VVIVENDNVI. The MHC is HLA-A02:06 with pseudo-sequence HLA-A02:06. The binding affinity (normalized) is 0.142. (9) The peptide sequence is LADTSLSGY. The MHC is HLA-A24:02 with pseudo-sequence HLA-A24:02. The binding affinity (normalized) is 0.